Dataset: Forward reaction prediction with 1.9M reactions from USPTO patents (1976-2016). Task: Predict the product of the given reaction. (1) Given the reactants [CH3:1][C:2]1[CH:3]=[CH:4][C:5]([C:11]2[CH:12]=[N:13][CH:14]=[CH:15][C:16]=2[CH3:17])=[C:6]([CH:10]=1)[C:7]([OH:9])=O.[CH3:18][C@@H:19]1[CH2:24][CH2:23][CH2:22][NH:21][C@@H:20]1[CH2:25][NH:26][C:27]1[CH:32]=[CH:31][C:30]([C:33]([F:36])([F:35])[F:34])=[CH:29][N:28]=1, predict the reaction product. The product is: [CH3:18][C@@H:19]1[CH2:24][CH2:23][CH2:22][N:21]([C:7]([C:6]2[CH:10]=[C:2]([CH3:1])[CH:3]=[CH:4][C:5]=2[C:11]2[CH:12]=[N:13][CH:14]=[CH:15][C:16]=2[CH3:17])=[O:9])[C@@H:20]1[CH2:25][NH:26][C:27]1[CH:32]=[CH:31][C:30]([C:33]([F:36])([F:34])[F:35])=[CH:29][N:28]=1. (2) Given the reactants C[N:2](/[CH:4]=[C:5]1/[C:6](=[O:15])[NH:7][CH2:8][C:9]2[C:14]/1=[CH:13][CH:12]=[CH:11][CH:10]=2)[CH3:3].[N:16]1([CH2:22][C:23]2[CH:28]=[CH:27]C(N)=[CH:25][CH:24]=2)[CH2:21][CH2:20][CH2:19][CH2:18][CH2:17]1, predict the reaction product. The product is: [N:16]1([CH2:22][C:23]2[CH:28]=[CH:27][C:3]([NH:2][CH:4]=[C:5]3[C:14]4[C:9](=[CH:10][CH:11]=[CH:12][CH:13]=4)[CH2:8][NH:7][C:6]3=[O:15])=[CH:25][CH:24]=2)[CH2:21][CH2:20][CH2:19][CH2:18][CH2:17]1.